From a dataset of NCI-60 drug combinations with 297,098 pairs across 59 cell lines. Regression. Given two drug SMILES strings and cell line genomic features, predict the synergy score measuring deviation from expected non-interaction effect. (1) Drug 1: CN1CCC(CC1)COC2=C(C=C3C(=C2)N=CN=C3NC4=C(C=C(C=C4)Br)F)OC. Drug 2: C1=CC(=C2C(=C1NCCNCCO)C(=O)C3=C(C=CC(=C3C2=O)O)O)NCCNCCO. Cell line: OVCAR-5. Synergy scores: CSS=58.9, Synergy_ZIP=10.3, Synergy_Bliss=11.0, Synergy_Loewe=6.45, Synergy_HSA=14.4. (2) Drug 1: C1CN(P(=O)(OC1)NCCCl)CCCl. Drug 2: CC1CCCC2(C(O2)CC(NC(=O)CC(C(C(=O)C(C1O)C)(C)C)O)C(=CC3=CSC(=N3)C)C)C. Cell line: MOLT-4. Synergy scores: CSS=53.5, Synergy_ZIP=-1.32, Synergy_Bliss=-1.41, Synergy_Loewe=-4.53, Synergy_HSA=-0.00235. (3) Drug 1: CC1CCCC2(C(O2)CC(NC(=O)CC(C(C(=O)C(C1O)C)(C)C)O)C(=CC3=CSC(=N3)C)C)C. Drug 2: CC12CCC3C(C1CCC2OP(=O)(O)O)CCC4=C3C=CC(=C4)OC(=O)N(CCCl)CCCl.[Na+]. Cell line: IGROV1. Synergy scores: CSS=26.5, Synergy_ZIP=-4.01, Synergy_Bliss=-5.29, Synergy_Loewe=-24.0, Synergy_HSA=-5.21. (4) Drug 1: C1C(C(OC1N2C=NC3=C(N=C(N=C32)Cl)N)CO)O. Drug 2: CN1C2=C(C=C(C=C2)N(CCCl)CCCl)N=C1CCCC(=O)O.Cl. Cell line: MCF7. Synergy scores: CSS=-0.870, Synergy_ZIP=-0.283, Synergy_Bliss=-0.804, Synergy_Loewe=-3.53, Synergy_HSA=-1.96. (5) Drug 1: CN1C(=O)N2C=NC(=C2N=N1)C(=O)N. Drug 2: C1=NC2=C(N=C(N=C2N1C3C(C(C(O3)CO)O)F)Cl)N. Cell line: CAKI-1. Synergy scores: CSS=21.4, Synergy_ZIP=1.92, Synergy_Bliss=4.97, Synergy_Loewe=-38.6, Synergy_HSA=-6.76. (6) Drug 2: CC=C1C(=O)NC(C(=O)OC2CC(=O)NC(C(=O)NC(CSSCCC=C2)C(=O)N1)C(C)C)C(C)C. Synergy scores: CSS=58.3, Synergy_ZIP=0.125, Synergy_Bliss=-1.63, Synergy_Loewe=-40.2, Synergy_HSA=-2.00. Drug 1: CCCCCOC(=O)NC1=NC(=O)N(C=C1F)C2C(C(C(O2)C)O)O. Cell line: MALME-3M.